This data is from Reaction yield outcomes from USPTO patents with 853,638 reactions. The task is: Predict the reaction yield, written as a fraction of the theoretical maximum amount of product (1.0 means a 100% yield; for example, 0.34 means a 34% yield). (1) The reactants are Cl[C:2]1[CH:7]=[C:6]([CH3:8])[N:5]=[C:4]([NH:9][C:10](=[NH:20])[NH:11][C:12]2[CH:17]=[CH:16][C:15]([Cl:18])=[C:14]([Cl:19])[CH:13]=2)[N:3]=1.[NH2:21][C:22]1[CH:23]=[N:24][CH:25]=[CH:26][CH:27]=1.C(N(C(C)C)CC)(C)C.C(OCC)(=O)C. The catalyst is CC(N(C)C)=O. The product is [Cl:19][C:14]1[CH:13]=[C:12]([NH:11][C:10](=[NH:20])[NH:9][C:4]2[N:3]=[C:2]([NH:21][C:22]3[CH:23]=[N:24][CH:25]=[CH:26][CH:27]=3)[CH:7]=[C:6]([CH3:8])[N:5]=2)[CH:17]=[CH:16][C:15]=1[Cl:18]. The yield is 0.0180. (2) The reactants are [CH3:1][C:2]1[O:6][C:5]([C:7]2[CH:12]=[CH:11][CH:10]=[CH:9][CH:8]=2)=[N:4][C:3]=1[CH2:13][O:14][C:15]1[CH:35]=[CH:34][C:18]([CH2:19][O:20][C:21]2[CH:22]=[C:23]([CH2:27][CH2:28][C:29]([O:31]CC)=[O:30])[CH:24]=[CH:25][CH:26]=2)=[CH:17][CH:16]=1.O1CCCC1.[OH-].[Na+].Cl. The catalyst is O.C(O)C. The product is [CH3:1][C:2]1[O:6][C:5]([C:7]2[CH:12]=[CH:11][CH:10]=[CH:9][CH:8]=2)=[N:4][C:3]=1[CH2:13][O:14][C:15]1[CH:35]=[CH:34][C:18]([CH2:19][O:20][C:21]2[CH:22]=[C:23]([CH2:27][CH2:28][C:29]([OH:31])=[O:30])[CH:24]=[CH:25][CH:26]=2)=[CH:17][CH:16]=1. The yield is 0.660. (3) The reactants are [F:1][C:2]([F:16])([F:15])[C:3]1[CH:4]=[C:5]([CH2:13][OH:14])[CH:6]=[C:7]([C:9]([F:12])([F:11])[F:10])[CH:8]=1.[H-].[Na+].[C:19]([C:21]1[CH:22]=[C:23]([CH:59]([CH3:61])[CH3:60])[C:24]2[O:28][C:27]([C:29]3[CH:57]=[CH:56][C:32]([C:33]([NH:35][CH2:36][CH:37]4[CH2:42][CH2:41][N:40]([C:43](OCC5C=CC([N+]([O-])=O)=CC=5)=[O:44])[CH2:39][CH2:38]4)=[O:34])=[CH:31][CH:30]=3)=[N:26][C:25]=2[CH:58]=1)#[N:20]. The catalyst is O1CCCC1. The product is [C:19]([C:21]1[CH:22]=[C:23]([CH:59]([CH3:61])[CH3:60])[C:24]2[O:28][C:27]([C:29]3[CH:30]=[CH:31][C:32]([C:33]([NH:35][CH2:36][CH:37]4[CH2:38][CH2:39][N:40]([C:43]([O:14][CH2:13][C:5]5[CH:4]=[C:3]([C:2]([F:15])([F:16])[F:1])[CH:8]=[C:7]([C:9]([F:10])([F:11])[F:12])[CH:6]=5)=[O:44])[CH2:41][CH2:42]4)=[O:34])=[CH:56][CH:57]=3)=[N:26][C:25]=2[CH:58]=1)#[N:20]. The yield is 0.210.